From a dataset of Full USPTO retrosynthesis dataset with 1.9M reactions from patents (1976-2016). Predict the reactants needed to synthesize the given product. (1) Given the product [OH:28][C:25]1[CH:26]=[CH:27][C:22]([C:2]#[C:1][C:3]2[CH:4]=[N:5][CH:6]=[C:7]([CH:20]=2)[C:8]([N:10]=[S@@:11]([CH3:19])(=[O:18])[C:12]2[CH:13]=[CH:14][CH:15]=[CH:16][CH:17]=2)=[O:9])=[CH:23][C:24]=1[CH3:29], predict the reactants needed to synthesize it. The reactants are: [C:1]([C:3]1[CH:4]=[N:5][CH:6]=[C:7]([CH:20]=1)[C:8]([N:10]=[S@@:11]([CH3:19])(=[O:18])[C:12]1[CH:17]=[CH:16][CH:15]=[CH:14][CH:13]=1)=[O:9])#[CH:2].I[C:22]1[CH:27]=[CH:26][C:25]([OH:28])=[C:24]([CH3:29])[CH:23]=1. (2) Given the product [F:5][C:6]1[C:11]2[CH:12]=[CH:13][O:14][C:10]=2[C:9]([NH:15][S:16]([CH:19]2[CH2:21][CH:20]2[CH2:22][OH:23])(=[O:17])=[O:18])=[C:8]([NH:31][C:32]2[CH:37]=[CH:36][C:35]([I:38])=[CH:34][C:33]=2[F:39])[C:7]=1[F:40], predict the reactants needed to synthesize it. The reactants are: B(Cl)(Cl)Cl.[F:5][C:6]1[C:11]2[CH:12]=[CH:13][O:14][C:10]=2[C:9]([NH:15][S:16]([CH:19]2[CH2:21][CH:20]2[CH2:22][O:23]CC2C=CC=CC=2)(=[O:18])=[O:17])=[C:8]([NH:31][C:32]2[CH:37]=[CH:36][C:35]([I:38])=[CH:34][C:33]=2[F:39])[C:7]=1[F:40].C(OCC)(=O)C. (3) Given the product [OH:31][CH:30]=[C:10]1[C:9]2[C:4](=[CH:5][CH:6]=[C:7]([C:11]([C:13]3[CH:14]=[CH:15][C:16]([NH:19][C:20]([C:22]4[N:23]([CH2:28][CH3:29])[N:24]=[C:25]([CH3:27])[CH:26]=4)=[O:21])=[CH:17][CH:18]=3)=[O:12])[CH:8]=2)[NH:3][C:2]1=[O:1], predict the reactants needed to synthesize it. The reactants are: [O:1]=[C:2]1[CH2:10][C:9]2[C:4](=[CH:5][CH:6]=[C:7]([C:11]([C:13]3[CH:18]=[CH:17][C:16]([NH:19][C:20]([C:22]4[N:23]([CH2:28][CH3:29])[N:24]=[C:25]([CH3:27])[CH:26]=4)=[O:21])=[CH:15][CH:14]=3)=[O:12])[CH:8]=2)[NH:3]1.[CH:30](OCC)=[O:31].[O-]CC.[Na+].Cl.